The task is: Predict the reaction yield, written as a fraction of the theoretical maximum amount of product (1.0 means a 100% yield; for example, 0.34 means a 34% yield).. This data is from Reaction yield outcomes from USPTO patents with 853,638 reactions. (1) The product is [Cl:37][C:32]1[CH:31]=[C:30]([CH:35]=[CH:34][C:33]=1[F:36])[NH:29][C:23]1[C:22]2[C:27](=[CH:28][C:19]([O:18][CH2:17][CH2:16][O:15][CH2:14][CH2:13][NH:12][C:45](=[O:46])[CH2:44][O:43][C:42]3[CH:48]=[CH:49][C:50]([CH2:52][N:53]4[C:57]5[CH:58]=[CH:59][C:60]([OH:62])=[CH:61][C:56]=5[O:55][C:54]4=[O:63])=[CH:51][C:41]=3[OH:40])=[C:20]([O:38][CH3:39])[CH:21]=2)[N:26]=[CH:25][N:24]=1. The reactants are CCN=C=NCCCN(C)C.[NH2:12][CH2:13][CH2:14][O:15][CH2:16][CH2:17][O:18][C:19]1[CH:28]=[C:27]2[C:22]([C:23]([NH:29][C:30]3[CH:35]=[CH:34][C:33]([F:36])=[C:32]([Cl:37])[CH:31]=3)=[N:24][CH:25]=[N:26]2)=[CH:21][C:20]=1[O:38][CH3:39].[OH:40][C:41]1[CH:51]=[C:50]([CH2:52][N:53]2[C:57]3[CH:58]=[CH:59][C:60]([OH:62])=[CH:61][C:56]=3[O:55][C:54]2=[O:63])[CH:49]=[CH:48][C:42]=1[O:43][CH2:44][C:45](O)=[O:46].N1(C2C=CN=CC=2)CCCC1. The catalyst is CN(C=O)C.CCOC(C)=O. The yield is 0.253. (2) The reactants are [CH2:1]([C:8]1([NH:13]C(=O)CCl)[CH2:12][CH2:11][CH2:10][CH2:9]1)[C:2]1[CH:7]=[CH:6][CH:5]=[CH:4][CH:3]=1.Cl. The catalyst is O1CCOCC1. The product is [CH2:1]([C:8]1([NH2:13])[CH2:12][CH2:11][CH2:10][CH2:9]1)[C:2]1[CH:7]=[CH:6][CH:5]=[CH:4][CH:3]=1. The yield is 0.740. (3) The reactants are [C:1](Cl)(=[O:3])[CH3:2].C(N(CC)CC)C.[Br:12][C:13]1[C:18]([O:19][CH2:20][CH3:21])=[CH:17][C:16]([OH:22])=[C:15]([CH2:23][CH3:24])[CH:14]=1. The catalyst is C(Cl)Cl. The product is [Br:12][C:13]1[C:18]([O:19][CH2:20][CH3:21])=[CH:17][C:16]([O:22][C:1](=[O:3])[CH3:2])=[C:15]([CH2:23][CH3:24])[CH:14]=1. The yield is 0.530. (4) The reactants are Cl[CH2:2][C:3]1[C:4]([CH3:18])=[N:5][C:6]([O:16][CH3:17])=[C:7]([C:9]2[CH:14]=[CH:13][CH:12]=[C:11]([Cl:15])[CH:10]=2)[CH:8]=1.[NH:19]1[CH:23]=[N:22][CH:21]=[N:20]1.C(=O)([O-])[O-].[Cs+].[Cs+]. The catalyst is CC(C)=O. The product is [Cl:15][C:11]1[CH:10]=[C:9]([C:7]2[C:6]([O:16][CH3:17])=[N:5][C:4]([CH3:18])=[C:3]([CH2:2][N:19]3[CH:23]=[N:22][CH:21]=[N:20]3)[CH:8]=2)[CH:14]=[CH:13][CH:12]=1. The yield is 0.840. (5) The reactants are [C:1](N1C=CN=C1)(N1C=CN=C1)=[O:2].S(O)(O)(=O)=O.[NH2:18][C:19]1[NH:20][CH:21]=[CH:22][N:23]=1.CCN(C(C)C)C(C)C.[CH3:33][C:34]1[C:35]([CH2:40][N:41]([CH2:48][C:49]2[C:54]([CH3:55])=[CH:53][CH:52]=[CH:51][N:50]=2)[CH:42]2[CH2:47][CH2:46][NH:45][CH2:44][CH2:43]2)=[N:36][CH:37]=[CH:38][CH:39]=1. The catalyst is C(Cl)Cl.CN(C=O)C. The product is [NH:20]1[CH:21]=[CH:22][N:23]=[C:19]1[NH:18][C:1]([N:45]1[CH2:46][CH2:47][CH:42]([N:41]([CH2:48][C:49]2[C:54]([CH3:55])=[CH:53][CH:52]=[CH:51][N:50]=2)[CH2:40][C:35]2[C:34]([CH3:33])=[CH:39][CH:38]=[CH:37][N:36]=2)[CH2:43][CH2:44]1)=[O:2]. The yield is 0.160. (6) The catalyst is CN(C=O)C. The yield is 0.550. The product is [Cl:19][C:8]1[CH:7]=[CH:6][C:5]([CH2:4][NH:3][C:24]([C:21]2([CH3:20])[CH2:23][CH2:22]2)=[O:25])=[CH:18][C:9]=1[C:10]([NH:12][C:13]1[NH:14][CH:15]=[CH:16][N:17]=1)=[O:11]. The reactants are Cl.Cl.[NH2:3][CH2:4][C:5]1[CH:6]=[CH:7][C:8]([Cl:19])=[C:9]([CH:18]=1)[C:10]([NH:12][C:13]1[NH:14][CH:15]=[CH:16][N:17]=1)=[O:11].[CH3:20][C:21]1([C:24](O)=[O:25])[CH2:23][CH2:22]1.C(N(CC)CC)C.F[P-](F)(F)(F)(F)F.N1(O[P+](N(C)C)(N(C)C)N(C)C)C2C=CC=CC=2N=N1. (7) The reactants are O[C:2]1[C:11]2[C:6](=[N:7][CH:8]=[CH:9][CH:10]=2)[N:5]([C:12]2[CH:17]=[CH:16][CH:15]=[C:14]([C:18]([F:21])([F:20])[F:19])[CH:13]=2)[C:4](=[O:22])[C:3]=1[C:23](=O)[CH2:24][C:25]1[CH:30]=[CH:29][C:28]([C:31]([F:34])([F:33])[F:32])=[CH:27][CH:26]=1.O.[NH2:37][NH2:38].C(=O)([O-])O.[Na+]. The catalyst is CN(C=O)C. The product is [F:32][C:31]([F:33])([F:34])[C:28]1[CH:29]=[CH:30][C:25]([CH2:24][C:23]2[C:3]3[C:4](=[O:22])[N:5]([C:12]4[CH:17]=[CH:16][CH:15]=[C:14]([C:18]([F:21])([F:20])[F:19])[CH:13]=4)[C:6]4[N:7]=[CH:8][CH:9]=[CH:10][C:11]=4[C:2]=3[NH:38][N:37]=2)=[CH:26][CH:27]=1. The yield is 0.350. (8) The yield is 1.00. The product is [C:8]1([C:14]2([CH2:24][N:25]([CH2:26][C:27]3[CH:32]=[C:31]([C:33]([F:34])([F:35])[F:36])[CH:30]=[C:29]([C:37]([F:39])([F:40])[F:38])[CH:28]=3)[C:1](=[O:3])[CH3:2])[CH2:23][CH2:22][C:17]3([O:21][CH2:20][CH2:19][O:18]3)[CH2:16][CH2:15]2)[CH:9]=[CH:10][CH:11]=[CH:12][CH:13]=1. The catalyst is N1C=CC=CC=1. The reactants are [C:1](OC(=O)C)(=[O:3])[CH3:2].[C:8]1([C:14]2([CH2:24][NH:25][CH2:26][C:27]3[CH:32]=[C:31]([C:33]([F:36])([F:35])[F:34])[CH:30]=[C:29]([C:37]([F:40])([F:39])[F:38])[CH:28]=3)[CH2:23][CH2:22][C:17]3([O:21][CH2:20][CH2:19][O:18]3)[CH2:16][CH2:15]2)[CH:13]=[CH:12][CH:11]=[CH:10][CH:9]=1. (9) The reactants are [NH:1]1[CH:5]=[CH:4][N:3]=[C:2]1[NH:6][C:7]([C:9]1[C:17]2[N:16]=[C:15]([NH:18][C:19]([C:21]3[CH:22]=[C:23]4[C:28](=[CH:29][CH:30]=3)[CH2:27][NH:26][CH2:25][CH2:24]4)=[O:20])[NH:14][C:13]=2[CH:12]=[CH:11][CH:10]=1)=[O:8].CCN(C(C)C)C(C)C.Cl[C:41]([O:43][CH3:44])=[O:42].[Li+].[OH-]. The catalyst is CN(C=O)C.O. The product is [CH3:44][O:43][C:41]([N:26]1[CH2:25][CH2:24][C:23]2[C:28](=[CH:29][CH:30]=[C:21]([C:19](=[O:20])[NH:18][C:15]3[NH:14][C:13]4[CH:12]=[CH:11][CH:10]=[C:9]([C:7](=[O:8])[NH:6][C:2]5[NH:1][CH:5]=[CH:4][N:3]=5)[C:17]=4[N:16]=3)[CH:22]=2)[CH2:27]1)=[O:42]. The yield is 0.310. (10) The yield is 0.200. The reactants are [C:1](O)(=O)[C:2]#[C:3]C.C[N:8]([CH3:11])[CH:9]=[O:10].C(Cl)(=O)C(Cl)=O.N[C:19]1[CH:20]=[C:21]([CH:38]=[CH:39][C:40]=1F)[O:22][C:23]1[CH:24]=[CH:25][C:26]2[N:27]([CH:29]=[C:30]([NH:32][C:33]([CH:35]3[CH2:37][CH2:36]3)=[O:34])[N:31]=2)[N:28]=1. The catalyst is CN(C)C(=O)C.O1CCCC1. The product is [C:9]([NH:8][C:11]1[CH:20]=[C:21]([CH:38]=[CH:39][C:40]=1[CH3:19])[O:22][C:23]1[CH:24]=[CH:25][C:26]2[N:27]([CH:29]=[C:30]([NH:32][C:33]([CH:35]3[CH2:36][CH2:37]3)=[O:34])[N:31]=2)[N:28]=1)(=[O:10])[C:1]#[C:2][CH3:3].